From a dataset of Full USPTO retrosynthesis dataset with 1.9M reactions from patents (1976-2016). Predict the reactants needed to synthesize the given product. (1) The reactants are: [NH2:1][C:2]1[CH:11]=[CH:10][CH:9]=[C:8]2[C:3]=1[CH:4]=[CH:5][N:6]=[C:7]2[Cl:12].N1[CH:18]=[CH:17]C=CC=1.ClC(O[C:23]1[CH:28]=[CH:27][CH:26]=[CH:25][CH:24]=1)=O.C([N:32]([CH2:36]C)[CH:33]([CH3:35])[CH3:34])(C)C.[OH2:38]. Given the product [Cl:12][C:7]1[C:8]2[C:3](=[C:2]([NH:1][C:36]([NH:32][C@@H:33]3[CH2:34][CH2:18][C@H:17]([C:23]4[CH:24]=[CH:25][CH:26]=[CH:27][CH:28]=4)[CH2:35]3)=[O:38])[CH:11]=[CH:10][CH:9]=2)[CH:4]=[CH:5][N:6]=1, predict the reactants needed to synthesize it. (2) Given the product [NH:1]1[C:9]2[C:4](=[CH:5][C:6]([NH:10][C:11]3[C:12]4[N:19]=[C:18]([CH2:20][CH2:21][C:22]([N:26]([CH3:27])[CH3:25])=[O:23])[S:17][C:13]=4[N:14]=[CH:15][N:16]=3)=[CH:7][CH:8]=2)[CH:3]=[N:2]1, predict the reactants needed to synthesize it. The reactants are: [NH:1]1[C:9]2[C:4](=[CH:5][C:6]([NH:10][C:11]3[C:12]4[N:19]=[C:18]([CH2:20][CH2:21][C:22](O)=[O:23])[S:17][C:13]=4[N:14]=[CH:15][N:16]=3)=[CH:7][CH:8]=2)[CH:3]=[N:2]1.[CH3:25][NH:26][CH3:27]. (3) The reactants are: [C:1]([O:5][C:6](=[O:21])[N:7]([CH2:9][C:10]1[CH:15]=[CH:14][C:13]([N+:16]([O-])=O)=[C:12]([O:19][CH3:20])[CH:11]=1)[CH3:8])([CH3:4])([CH3:3])[CH3:2]. Given the product [C:1]([O:5][C:6](=[O:21])[N:7]([CH2:9][C:10]1[CH:15]=[CH:14][C:13]([NH2:16])=[C:12]([O:19][CH3:20])[CH:11]=1)[CH3:8])([CH3:4])([CH3:3])[CH3:2], predict the reactants needed to synthesize it. (4) The reactants are: [CH2:1]1[CH2:5][O:4][CH2:3][CH2:2]1.[CH3:6][O:7][CH2:8][C:9]1C=[C:11]([CH:14]=[C:15]([CH2:17]OC)[CH:16]=1)C=O.CC(C)([O-])C.[K+]. Given the product [CH3:6][O:7][CH2:8][C:9]1[CH:16]=[C:15]([CH:17]=[C:1]([CH2:5][O:4][CH3:3])[CH:2]=1)[CH:14]=[CH2:11], predict the reactants needed to synthesize it. (5) Given the product [F:1][C:2]1[CH:7]=[CH:6][CH:5]=[CH:4][C:3]=1[C@:8]12[CH2:12][C@@H:11]([O:13][CH3:14])[CH2:10][C@H:9]1[CH2:15][S:19][C:18]([NH2:20])=[N:17]2, predict the reactants needed to synthesize it. The reactants are: [F:1][C:2]1[CH:7]=[CH:6][CH:5]=[CH:4][C:3]=1[C@:8]1([NH:17][C:18]([NH:20]C(=O)OCC2C3C=CC=CC=3C3C2=CC=CC=3)=[S:19])[CH2:12][C@@H:11]([O:13][CH3:14])[CH2:10][C@H:9]1[CH2:15]O. (6) Given the product [Cl:1][C:2]1[CH:10]=[CH:9][C:8]([CH3:11])=[CH:7][C:3]=1[C:4]([NH:20][CH2:19][CH:18]([N:12]1[CH2:17][CH2:16][O:15][CH2:14][CH2:13]1)[C:21]1[CH:22]=[CH:23][N:24]=[CH:25][CH:26]=1)=[O:6], predict the reactants needed to synthesize it. The reactants are: [Cl:1][C:2]1[CH:10]=[CH:9][C:8]([CH3:11])=[CH:7][C:3]=1[C:4]([OH:6])=O.[N:12]1([CH:18]([C:21]2[CH:26]=[CH:25][N:24]=[CH:23][CH:22]=2)[CH2:19][NH2:20])[CH2:17][CH2:16][O:15][CH2:14][CH2:13]1.